Predict the reaction yield, written as a fraction of the theoretical maximum amount of product (1.0 means a 100% yield; for example, 0.34 means a 34% yield). From a dataset of Reaction yield outcomes from USPTO patents with 853,638 reactions. (1) The catalyst is Br. The yield is 0.740. The product is [F:34][C:2]([F:1])([F:33])[O:3][C:4]1[CH:5]=[CH:6][C:7]([N:10]2[CH:14]=[N:13][C:12]([C:15]3[CH:32]=[CH:31][C:18]([CH2:19][NH2:20])=[CH:17][CH:16]=3)=[N:11]2)=[CH:8][CH:9]=1. The reactants are [F:1][C:2]([F:34])([F:33])[O:3][C:4]1[CH:9]=[CH:8][C:7]([N:10]2[CH:14]=[N:13][C:12]([C:15]3[CH:32]=[CH:31][C:18]([CH2:19][NH:20]C(=O)OCC4C=CC=CC=4)=[CH:17][CH:16]=3)=[N:11]2)=[CH:6][CH:5]=1.C(O)(=O)C.C(OCC)C. (2) The reactants are [CH3:1][C:2]1[CH:11]=[CH:10][C:9]2[C:4](=[CH:5][CH:6]=[CH:7][C:8]=2[N:12]2[CH2:17][CH2:16][N:15]([CH2:18][CH2:19][C:20]3[CH:25]=[CH:24][CH:23]=[C:22]([N+]([O-])=O)[CH:21]=3)[CH2:14][CH2:13]2)[N:3]=1.CC1C=CC2C(=CC=CC=2N2CCNCC2)N=1.CS(OCCC1C=CC=C([Br:59])C=1)(=O)=O. No catalyst specified. The product is [Br:59][C:22]1[CH:21]=[C:20]([CH2:19][CH2:18][N:15]2[CH2:14][CH2:13][N:12]([C:8]3[CH:7]=[CH:6][CH:5]=[C:4]4[C:9]=3[CH:10]=[CH:11][C:2]([CH3:1])=[N:3]4)[CH2:17][CH2:16]2)[CH:25]=[CH:24][CH:23]=1. The yield is 0.560. (3) The reactants are C([O:3][CH:4](OCC)[CH2:5][CH2:6][O:7][C:8]1[CH:16]=[CH:15][C:11]([C:12]([NH2:14])=[O:13])=[CH:10][CH:9]=1)C.Cl. The catalyst is C1COCC1. The product is [O:3]=[CH:4][CH2:5][CH2:6][O:7][C:8]1[CH:16]=[CH:15][C:11]([C:12]([NH2:14])=[O:13])=[CH:10][CH:9]=1. The yield is 0.960. (4) The product is [CH3:1][O:2][C:3](=[O:12])[C:4]1[CH:9]=[CH:8][C:7]([O:10][CH2:22][CH:23]2[CH2:25][CH2:24]2)=[C:6]([Cl:11])[CH:5]=1. The reactants are [CH3:1][O:2][C:3](=[O:12])[C:4]1[CH:9]=[CH:8][C:7]([OH:10])=[C:6]([Cl:11])[CH:5]=1.[Na+].[I-].C([O-])([O-])=O.[K+].[K+].Br[CH2:22][CH:23]1[CH2:25][CH2:24]1. The catalyst is CC(C)=O. The yield is 0.320. (5) The product is [NH2:1][C:2]1[C:11]2[C:6](=[C:7]([C:24]3[CH:23]=[CH:22][C:21]([O:20][CH3:19])=[C:26]([O:27][CH3:28])[CH:25]=3)[CH:8]=[CH:9][CH:10]=2)[N:5]=[N:4][C:3]=1[C:13]([NH:15][CH2:16][CH2:17][CH3:18])=[O:14]. No catalyst specified. The yield is 0.777. The reactants are [NH2:1][C:2]1[C:11]2[C:6](=[C:7](Br)[CH:8]=[CH:9][CH:10]=2)[N:5]=[N:4][C:3]=1[C:13]([NH:15][CH2:16][CH2:17][CH3:18])=[O:14].[CH3:19][O:20][C:21]1[CH:22]=[C:23](B(O)O)[CH:24]=[CH:25][C:26]=1[O:27][CH3:28]. (6) The reactants are [CH2:1]([OH:7])[C:2]1[O:6][CH:5]=[CH:4][CH:3]=1.[Si:8](Cl)([C:11]([CH3:14])([CH3:13])[CH3:12])([CH3:10])[CH3:9].N1C=CN=C1. The catalyst is CN(C)C=O. The product is [Si:8]([O:7][CH2:1][C:2]1[O:6][CH:5]=[CH:4][CH:3]=1)([C:11]([CH3:14])([CH3:13])[CH3:12])([CH3:10])[CH3:9]. The yield is 0.650.